Dataset: Cav3 T-type calcium channel HTS with 100,875 compounds. Task: Binary Classification. Given a drug SMILES string, predict its activity (active/inactive) in a high-throughput screening assay against a specified biological target. (1) The compound is O=C1Nc2c(C(C1)c1ccncc1)cc(OC)c(OC)c2. The result is 0 (inactive). (2) The compound is S(=O)(=O)(N1CCCC1)c1ccc(N2CCN(C3CC(=O)N(C3=O)c3ccc(OC)cc3)CC2)cc1. The result is 0 (inactive). (3) The drug is O1C(COc2c1cccc2)C(=O)Nc1ccc(C(=O)n2nc(cc2C)C)cc1. The result is 0 (inactive). (4) The molecule is Brc1ccc(S(=O)(=O)Nc2nc(cc(n2)C)C)cc1. The result is 0 (inactive).